Dataset: Catalyst prediction with 721,799 reactions and 888 catalyst types from USPTO. Task: Predict which catalyst facilitates the given reaction. (1) Reactant: [N:1]1[CH:6]=[CH:5][CH:4]=[C:3](B(O)O)[CH:2]=1.I[C:11]1[C:19]2[C:14](=[N:15][CH:16]=[N:17][C:18]=2[NH2:20])[N:13]([CH:21]([CH3:23])[CH3:22])[N:12]=1.C([O-])([O-])=O.[Na+].[Na+]. Product: [CH:21]([N:13]1[C:14]2=[N:15][CH:16]=[N:17][C:18]([NH2:20])=[C:19]2[C:11]([C:3]2[CH:2]=[N:1][CH:6]=[CH:5][CH:4]=2)=[N:12]1)([CH3:23])[CH3:22]. The catalyst class is: 414. (2) Reactant: [CH3:1][C:2]1[CH:7]=[CH:6][N:5]=[C:4]([NH:8][C:9](=[O:20])[C:10]2[CH:15]=[CH:14][C:13]([NH2:16])=[C:12]([N+:17]([O-])=O)[CH:11]=2)[CH:3]=1. Product: [CH3:1][C:2]1[CH:7]=[CH:6][N:5]=[C:4]([NH:8][C:9](=[O:20])[C:10]2[CH:15]=[CH:14][C:13]([NH2:16])=[C:12]([NH2:17])[CH:11]=2)[CH:3]=1. The catalyst class is: 814. (3) Reactant: S1[CH2:6][CH2:5][C:4](=[O:7])[CH2:3][CH2:2]1.C(N(CC([O-])=O)CC(O)=O)CN(CC([O-])=O)CC(O)=O.[Na+].[Na+].O[O:31][S:32]([O-:34])=O.[K+].C(=O)(O)[O-].[Na+]. Product: [O:31]=[S:32]1(=[O:34])[CH2:6][CH2:5][C:4](=[O:7])[CH2:3][CH2:2]1. The catalyst class is: 10. (4) Reactant: C([O-])(O)=O.[Na+].[C:6](/[C:8](=[CH:12]\[C:13]1[CH:14]=[N:15][C:16]([O:19][CH2:20][CH2:21][O:22][C:23]2[C:28]([Cl:29])=[CH:27][C:26]([CH3:30])=[CH:25][C:24]=2[Cl:31])=[CH:17][CH:18]=1)/[C:9]([OH:11])=[O:10])#[N:7].[BH4-].[Na+].Cl. The catalyst class is: 24. Product: [C:6]([CH:8]([CH2:12][C:13]1[CH:14]=[N:15][C:16]([O:19][CH2:20][CH2:21][O:22][C:23]2[C:24]([Cl:31])=[CH:25][C:26]([CH3:30])=[CH:27][C:28]=2[Cl:29])=[CH:17][CH:18]=1)[C:9]([OH:11])=[O:10])#[N:7]. (5) Reactant: Cl[C:2]1[C:11]([C:12]([OH:14])=[O:13])=[CH:10][C:9]2[C:4](=[C:5]([Cl:16])[CH:6]=[C:7]([Cl:15])[CH:8]=2)[N:3]=1.[C:17]([NH:24][C@H:25]([C:34]([OH:36])=[O:35])[CH2:26][C:27]1[CH:32]=[CH:31][C:30]([OH:33])=[CH:29][CH:28]=1)(OC(C)(C)C)=O. Product: [C:34]([C@@H:25]([NH:24][C:17]1[C:11]([C:12]([OH:14])=[O:13])=[CH:10][C:9]2[C:4](=[C:5]([Cl:16])[CH:6]=[C:7]([Cl:15])[CH:8]=2)[N:3]=1)[CH2:26][C:27]1[CH:28]=[CH:29][C:30]([O:33][C:2]2[C:11]([C:12]([OH:14])=[O:13])=[CH:10][C:9]3[C:4](=[C:5]([Cl:16])[CH:6]=[C:7]([Cl:15])[CH:8]=3)[N:3]=2)=[CH:31][CH:32]=1)([OH:36])=[O:35]. The catalyst class is: 6.